Dataset: Catalyst prediction with 721,799 reactions and 888 catalyst types from USPTO. Task: Predict which catalyst facilitates the given reaction. (1) Reactant: C([O:3][C:4]([C:6]1[C:10]([N+:11]([O-:13])=[O:12])=[CH:9][N:8]([CH2:14][C:15]2[CH:20]=[CH:19][C:18]([O:21][CH3:22])=[CH:17][CH:16]=2)[N:7]=1)=[O:5])C. Product: [CH3:22][O:21][C:18]1[CH:17]=[CH:16][C:15]([CH2:14][N:8]2[CH:9]=[C:10]([N+:11]([O-:13])=[O:12])[C:6]([C:4]([OH:5])=[O:3])=[N:7]2)=[CH:20][CH:19]=1. The catalyst class is: 562. (2) Reactant: Cl[C:2](Cl)=[CH:3][CH:4]=O.C(O)(=O)C.[F:11][C:12]1[CH:20]=[CH:19][C:15]([C:16]([NH2:18])=[NH:17])=[CH:14][CH:13]=1.[F:21][C:22]([F:31])([F:30])[C:23]1[CH:24]=[C:25]([OH:29])[CH:26]=[CH:27][CH:28]=1.C(=O)([O-])[O-].[K+].[K+]. Product: [F:21][C:22]([F:30])([F:31])[C:23]1[CH:24]=[C:25]([CH:26]=[CH:27][CH:28]=1)[O:29][C:2]1[CH:3]=[CH:4][N:18]=[C:16]([C:15]2[CH:19]=[CH:20][C:12]([F:11])=[CH:13][CH:14]=2)[N:17]=1. The catalyst class is: 216.